Dataset: Reaction yield outcomes from USPTO patents with 853,638 reactions. Task: Predict the reaction yield, written as a fraction of the theoretical maximum amount of product (1.0 means a 100% yield; for example, 0.34 means a 34% yield). (1) The reactants are CC1(C)CO[C:5]([CH2:15][S:16][C@H:17]2[C:20](=[O:21])[N:19]([C:22]3[CH:27]=[CH:26][C:25]([F:28])=[CH:24][CH:23]=3)[C@@H:18]2[C:29]2[CH:43]=[CH:42][C:32]([O:33][CH2:34][C:35]([O:37]C(C)(C)C)=[O:36])=[CH:31][CH:30]=2)([C:8]2[CH:13]=[CH:12][C:11]([CH3:14])=[CH:10][CH:9]=2)[O:4]C1. The catalyst is C(O)=O. The product is [F:28][C:25]1[CH:24]=[CH:23][C:22]([N:19]2[C:20](=[O:21])[C@H:17]([S:16][CH2:15][C:5]([C:8]3[CH:13]=[CH:12][C:11]([CH3:14])=[CH:10][CH:9]=3)=[O:4])[C@H:18]2[C:29]2[CH:43]=[CH:42][C:32]([O:33][CH2:34][C:35]([OH:37])=[O:36])=[CH:31][CH:30]=2)=[CH:27][CH:26]=1. The yield is 0.900. (2) The reactants are [NH2:1][C:2]1[C:7]2[C:8]([C:11]3[CH:16]=[CH:15][C:14]([NH:17][C:18]([NH:20][C:21]4[CH:26]=[CH:25][CH:24]=[C:23]([CH3:27])[CH:22]=4)=[O:19])=[CH:13][CH:12]=3)=[CH:9][S:10][C:6]=2[C:5]([C:28]#[C:29][CH2:30][N:31]([CH2:34][CH3:35])[CH2:32][CH3:33])=[CH:4][N:3]=1. The catalyst is CO.[Pd]. The product is [NH2:1][C:2]1[C:7]2[C:8]([C:11]3[CH:16]=[CH:15][C:14]([NH:17][C:18]([NH:20][C:21]4[CH:26]=[CH:25][CH:24]=[C:23]([CH3:27])[CH:22]=4)=[O:19])=[CH:13][CH:12]=3)=[CH:9][S:10][C:6]=2[C:5]([CH2:28][CH2:29][CH2:30][N:31]([CH2:34][CH3:35])[CH2:32][CH3:33])=[CH:4][N:3]=1. The yield is 0.720.